This data is from Full USPTO retrosynthesis dataset with 1.9M reactions from patents (1976-2016). The task is: Predict the reactants needed to synthesize the given product. (1) The reactants are: C(Cl)(=O)C(Cl)=O.CS(C)=O.[Cl:11][C:12]1[N:17]=[C:16]([NH:18][C@@H:19]([C:22]([CH3:25])([CH3:24])[CH3:23])[CH2:20][OH:21])[C:15]([F:26])=[CH:14][N:13]=1.C(N(CC)CC)C.C([O-])(O)=O.[Na+]. Given the product [Cl:11][C:12]1[N:17]=[C:16]([NH:18][C@@H:19]([C:22]([CH3:24])([CH3:23])[CH3:25])[CH:20]=[O:21])[C:15]([F:26])=[CH:14][N:13]=1, predict the reactants needed to synthesize it. (2) Given the product [C:1]([O:5][C:6](=[O:19])[NH:7][C:8]1[CH:13]=[C:12]([N:23]([CH:20]([CH3:22])[CH3:21])[CH3:24])[C:11]([Cl:15])=[CH:10][C:9]=1[N+:16]([O-:18])=[O:17])([CH3:4])([CH3:3])[CH3:2], predict the reactants needed to synthesize it. The reactants are: [C:1]([O:5][C:6](=[O:19])[NH:7][C:8]1[CH:13]=[C:12](Cl)[C:11]([Cl:15])=[CH:10][C:9]=1[N+:16]([O-:18])=[O:17])([CH3:4])([CH3:3])[CH3:2].[CH:20]([NH:23][CH3:24])([CH3:22])[CH3:21]. (3) Given the product [CH3:1][C:2]1[C:6]([C:7]2[C:16]3[O:15][CH2:14][CH:13]([C:17]4[CH:22]=[CH:21][CH:20]=[CH:19][CH:18]=4)[NH:12][C:11]=3[C:10]([CH2:23][OH:24])=[CH:9][CH:8]=2)=[C:5]([CH3:27])[O:4][N:3]=1, predict the reactants needed to synthesize it. The reactants are: [CH3:1][C:2]1[C:6]([C:7]2[CH:8]=[CH:9][C:10]([C:23](OC)=[O:24])=[C:11]3[C:16]=2[O:15][CH2:14][CH:13]([C:17]2[CH:22]=[CH:21][CH:20]=[CH:19][CH:18]=2)[NH:12]3)=[C:5]([CH3:27])[O:4][N:3]=1.[AlH4-].[Li+]. (4) Given the product [NH2:29][C:27]1[CH:26]=[CH:25][C:3]([O:4][C:5]2[CH:10]=[CH:9][N:8]=[CH:7][C:6]=2[C:11]#[C:12][CH2:13][NH:14][C:15](=[O:24])[CH2:16][N:17]2[CH2:22][CH2:21][CH:20]([OH:23])[CH2:19][CH2:18]2)=[C:2]([F:1])[CH:28]=1, predict the reactants needed to synthesize it. The reactants are: [F:1][C:2]1[CH:28]=[C:27]([N+:29]([O-])=O)[CH:26]=[CH:25][C:3]=1[O:4][C:5]1[CH:10]=[CH:9][N:8]=[CH:7][C:6]=1[C:11]#[C:12][CH2:13][NH:14][C:15](=[O:24])[CH2:16][N:17]1[CH2:22][CH2:21][CH:20]([OH:23])[CH2:19][CH2:18]1.[NH4+].[Cl-]. (5) Given the product [Cl:1][C:2]1[CH:3]=[CH:4][C:5]([O:10][CH3:13])=[C:6]([CH:9]=1)[CH:7]=[O:8], predict the reactants needed to synthesize it. The reactants are: [Cl:1][C:2]1[CH:3]=[CH:4][C:5]([OH:10])=[C:6]([CH:9]=1)[CH:7]=[O:8].IC.[C:13](=O)([O-])[O-].[K+].[K+]. (6) Given the product [F:17][C:16]1[CH:15]=[CH:14][C:13]([NH:18][C:19]([N:21]2[CH2:25][CH2:24][CH2:23][CH2:22]2)=[O:20])=[CH:12][C:11]=1[C:9]1[N:10]=[C:5]2[N:4]=[CH:3][C:2]([NH:1][CH:27]=[O:26])=[CH:7][N:6]2[CH:8]=1, predict the reactants needed to synthesize it. The reactants are: [NH2:1][C:2]1[CH:3]=[N:4][C:5]2[N:6]([CH:8]=[C:9]([C:11]3[CH:12]=[C:13]([NH:18][C:19]([N:21]4[CH2:25][CH2:24][CH2:23][CH2:22]4)=[O:20])[CH:14]=[CH:15][C:16]=3[F:17])[N:10]=2)[CH:7]=1.[O:26]=[C:27]1C2C=CC=CC=2S(=O)(=O)N1C=O.